Dataset: Forward reaction prediction with 1.9M reactions from USPTO patents (1976-2016). Task: Predict the product of the given reaction. (1) Given the reactants [CH2:1]([OH:8])[C:2]1[CH:7]=[CH:6][CH:5]=[CH:4][CH:3]=1.CC(C)([O-])C.[K+].[Br:15][C:16]1[C:21]([Cl:22])=[CH:20][CH:19]=[C:18](F)[N:17]=1, predict the reaction product. The product is: [CH2:1]([O:8][C:18]1[N:17]=[C:16]([Br:15])[C:21]([Cl:22])=[CH:20][CH:19]=1)[C:2]1[CH:7]=[CH:6][CH:5]=[CH:4][CH:3]=1. (2) Given the reactants CC([O-])(C)C.[Na+].[NH2:7][C:8]1[CH:13]=[CH:12][CH:11]=[CH:10][CH:9]=1.C(OC([N:21]1[CH2:26][CH2:25][N:24]([CH2:27][C:28]([N:30]2[C:38]3[C:33](=[CH:34][CH:35]=[C:36](Br)[CH:37]=3)[CH2:32][CH2:31]2)=[O:29])[CH2:23][C@H:22]1[CH3:40])=O)(C)(C)C, predict the reaction product. The product is: [CH3:40][C@H:22]1[NH:21][CH2:26][CH2:25][N:24]([CH2:27][C:28]([N:30]2[C:38]3[C:33](=[CH:34][CH:35]=[C:36]([NH:7][C:8]4[CH:13]=[CH:12][CH:11]=[CH:10][CH:9]=4)[CH:37]=3)[CH2:32][CH2:31]2)=[O:29])[CH2:23]1.